From a dataset of Forward reaction prediction with 1.9M reactions from USPTO patents (1976-2016). Predict the product of the given reaction. (1) Given the reactants Cl[C:2]1[N:7]=[CH:6][C:5]([OH:8])=[CH:4][CH:3]=1.[C:9]([C:13]1[CH:18]=[CH:17][C:16](B(O)O)=[CH:15][CH:14]=1)([CH3:12])([CH3:11])[CH3:10].[F-].[K+].O, predict the reaction product. The product is: [C:9]([C:13]1[CH:18]=[CH:17][C:16]([C:2]2[N:7]=[CH:6][C:5]([OH:8])=[CH:4][CH:3]=2)=[CH:15][CH:14]=1)([CH3:12])([CH3:11])[CH3:10]. (2) Given the reactants [NH2:1][C:2]1[C:3]([C:10]([NH:12][C:13](SC)=[NH:14])=[O:11])=[N:4][C:5]([Cl:9])=[C:6]([NH2:8])[N:7]=1.C(OC([N:24]1[CH2:29][CH2:28][CH2:27][C@H:26]([NH2:30])[CH2:25]1)=O)(C)(C)C.C(N(CC)CC)C, predict the reaction product. The product is: [NH2:1][C:2]1[C:3]([C:10]([NH:12][C:13]([NH:30][CH:26]2[CH2:27][CH2:28][CH2:29][NH:24][CH2:25]2)=[NH:14])=[O:11])=[N:4][C:5]([Cl:9])=[C:6]([NH2:8])[N:7]=1. (3) Given the reactants [F:1][C:2]1[CH:7]=[CH:6][C:5]([CH:8]2[O:12]C(=O)[N:10]([C:14]([O:16][C:17]([CH3:20])([CH3:19])[CH3:18])=[O:15])[CH:9]2[CH2:21][C:22]2[O:23][C:24]([C:27]([F:30])([F:29])[F:28])=[CH:25][CH:26]=2)=[CH:4][CH:3]=1.[OH-].[Na+].O, predict the reaction product. The product is: [F:1][C:2]1[CH:7]=[CH:6][C:5]([CH:8]([OH:12])[CH:9]([NH:10][C:14](=[O:15])[O:16][C:17]([CH3:18])([CH3:20])[CH3:19])[CH2:21][C:22]2[O:23][C:24]([C:27]([F:30])([F:29])[F:28])=[CH:25][CH:26]=2)=[CH:4][CH:3]=1. (4) The product is: [CH:1]1([NH:7][C:8]([C:10]2[C:11]([S:16][CH2:17][CH:18]([OH:19])[C:20]3[CH:25]=[CH:24][CH:23]=[CH:22][CH:21]=3)=[N:12][CH:13]=[CH:14][CH:15]=2)=[O:9])[CH2:6][CH2:5][CH2:4][CH2:3][CH2:2]1. Given the reactants [CH:1]1([NH:7][C:8]([C:10]2[C:11]([S:16][CH2:17][C:18]([C:20]3[CH:25]=[CH:24][CH:23]=[CH:22][CH:21]=3)=[O:19])=[N:12][CH:13]=[CH:14][CH:15]=2)=[O:9])[CH2:6][CH2:5][CH2:4][CH2:3][CH2:2]1.[BH4-].[Na+].O, predict the reaction product. (5) Given the reactants [C:1]([C:4]1[C:5](=[O:18])[NH:6][N:7]=[C:8]([C:10]2[CH:15]=[CH:14][C:13]([CH3:16])=[C:12]([F:17])[CH:11]=2)[CH:9]=1)([OH:3])=[O:2].S(Cl)(Cl)=O.[CH3:23]O, predict the reaction product. The product is: [F:17][C:12]1[CH:11]=[C:10]([C:8]2[CH:9]=[C:4]([C:1]([O:3][CH3:23])=[O:2])[C:5](=[O:18])[NH:6][N:7]=2)[CH:15]=[CH:14][C:13]=1[CH3:16]. (6) Given the reactants [NH2:1][C:2]1[CH:10]=[C:9]2[C:5]([C:6]([F:14])([F:13])[O:7][C:8]2([F:12])[F:11])=[CH:4][C:3]=1[OH:15].[F:16][C:17]1[CH:25]=[N:24][CH:23]=[CH:22][C:18]=1[C:19](O)=[O:20].CCN=C=NCCCN(C)C.N1C=CC=CC=1, predict the reaction product. The product is: [F:16][C:17]1[CH:25]=[N:24][CH:23]=[CH:22][C:18]=1[C:19]([NH:1][C:2]1[CH:10]=[C:9]2[C:5](=[CH:4][C:3]=1[OH:15])[C:6]([F:14])([F:13])[O:7][C:8]2([F:11])[F:12])=[O:20]. (7) Given the reactants [CH2:1]([O:3][C:4]([C:6]1[NH:7][C:8]([CH3:21])=[C:9]([C:12]2[CH:17]=[CH:16][C:15]([C:18]([OH:20])=O)=[CH:14][CH:13]=2)[C:10]=1[CH3:11])=[O:5])[CH3:2].[CH:22]([C:25]1[CH:30]=[CH:29][C:28]([NH2:31])=[CH:27][CH:26]=1)([CH3:24])[CH3:23].CN([P+](ON1N=NC2C=CC=CC1=2)(N(C)C)N(C)C)C.F[P-](F)(F)(F)(F)F, predict the reaction product. The product is: [CH2:1]([O:3][C:4]([C:6]1[NH:7][C:8]([CH3:21])=[C:9]([C:12]2[CH:13]=[CH:14][C:15]([C:18](=[O:20])[NH:31][C:28]3[CH:29]=[CH:30][C:25]([CH:22]([CH3:24])[CH3:23])=[CH:26][CH:27]=3)=[CH:16][CH:17]=2)[C:10]=1[CH3:11])=[O:5])[CH3:2].